From a dataset of Full USPTO retrosynthesis dataset with 1.9M reactions from patents (1976-2016). Predict the reactants needed to synthesize the given product. (1) Given the product [CH3:23][CH:21]([C:20]1[N:16]([CH2:15][CH2:60][C@@H:59]([OH:61])[CH2:55][C@@H:54]([OH:57])[CH2:49][C:48]([O-:51])=[O:50])[C:17]([C:39]2[CH:40]=[CH:41][C:42]([F:45])=[CH:43][CH:44]=2)=[C:18]([C:33]2[CH:38]=[CH:37][CH:36]=[CH:35][CH:34]=2)[C:19]=1[C:24]([NH:26][C:27]1[CH:32]=[CH:31][CH:30]=[CH:29][CH:28]=1)=[O:25])[CH3:22].[CH3:23][CH:21]([C:20]1[N:16]([CH2:15][CH2:55][C@@H:54]([OH:56])[CH2:60][C@@H:59]([OH:62])[CH2:49][C:48]([O-:51])=[O:50])[C:17]([C:39]2[CH:40]=[CH:41][C:42]([F:45])=[CH:43][CH:44]=2)=[C:18]([C:33]2[CH:38]=[CH:37][CH:36]=[CH:35][CH:34]=2)[C:19]=1[C:24]([NH:26][C:27]1[CH:32]=[CH:31][CH:30]=[CH:29][CH:28]=1)=[O:25])[CH3:22].[Ca+2:58], predict the reactants needed to synthesize it. The reactants are: CC(C(CCC[CH2:15][N:16]1[C:20]([CH:21]([CH3:23])[CH3:22])=[C:19]([C:24]([NH:26][C:27]2[CH:32]=[CH:31][CH:30]=[CH:29][CH:28]=2)=[O:25])[C:18]([C:33]2[CH:38]=[CH:37][CH:36]=[CH:35][CH:34]=2)=[C:17]1[C:39]1[CH:44]=[CH:43][C:42]([F:45])=[CH:41][CH:40]=1)C(O)(O)C([O-])=O)(C)C.[OH-].[Na+].[C:48]([O:51]CC)(=[O:50])[CH3:49].[C:54]([O-:57])(=[O:56])[CH3:55].[Ca+2:58].[C:59]([O-:62])(=[O:61])[CH3:60]. (2) Given the product [Cl:1][C:2]1[CH:3]=[CH:4][C:5]([C:8]2[CH:9]=[C:10]([NH:20][C:28]([C:26]3[CH:25]=[CH:24][N:23]=[C:22]([CH3:21])[CH:27]=3)=[O:29])[CH:11]=[N:12][C:13]=2[O:14][CH2:15][C:16]([F:17])([F:18])[F:19])=[CH:6][CH:7]=1, predict the reactants needed to synthesize it. The reactants are: [Cl:1][C:2]1[CH:7]=[CH:6][C:5]([C:8]2[CH:9]=[C:10]([NH2:20])[CH:11]=[N:12][C:13]=2[O:14][CH2:15][C:16]([F:19])([F:18])[F:17])=[CH:4][CH:3]=1.[CH3:21][C:22]1[CH:27]=[C:26]([C:28](O)=[O:29])[CH:25]=[CH:24][N:23]=1. (3) Given the product [OH:14][C:9]1[NH:10][C:11]2[C:7]([C:8]=1[C:16]1[CH:21]=[CH:20][C:19]([CH2:22][N:23]3[CH2:28][CH2:27][O:26][CH2:25][CH2:24]3)=[CH:18][N:17]=1)=[CH:6][C:5]([C:3]#[N:4])=[CH:13][CH:12]=2, predict the reactants needed to synthesize it. The reactants are: [H-].[Na+].[C:3]([C:5]1[CH:6]=[C:7]2[C:11](=[CH:12][CH:13]=1)[NH:10][C:9](=[O:14])[CH2:8]2)#[N:4].Cl[C:16]1[CH:21]=[CH:20][C:19]([CH2:22][N:23]2[CH2:28][CH2:27][O:26][CH2:25][CH2:24]2)=[CH:18][N+:17]=1[O-].P(Cl)(Cl)Cl. (4) Given the product [CH3:20][O:19][C:15]1[CH:14]=[C:13]([CH:18]=[CH:17][CH:16]=1)[CH2:12][O:10][C:6]1[CH:5]=[C:4]([NH2:1])[CH:9]=[CH:8][CH:7]=1, predict the reactants needed to synthesize it. The reactants are: [N+:1]([C:4]1[CH:5]=[C:6]([OH:10])[CH:7]=[CH:8][CH:9]=1)([O-])=O.Br[CH2:12][C:13]1[CH:18]=[CH:17][CH:16]=[C:15]([O:19][CH3:20])[CH:14]=1.BrCC1C=CC=C(F)C=1.